From a dataset of Forward reaction prediction with 1.9M reactions from USPTO patents (1976-2016). Predict the product of the given reaction. The product is: [Br:1][C:2]1[CH:7]=[CH:6][CH:5]=[C:4]([N+:8]([O-:10])=[O:9])[C:3]=1[NH:12][CH2:13][C@@H:14]1[CH2:18][CH2:17][N:16]([C:19]([O:21][C:22]([CH3:25])([CH3:24])[CH3:23])=[O:20])[CH2:15]1. Given the reactants [Br:1][C:2]1[CH:7]=[CH:6][CH:5]=[C:4]([N+:8]([O-:10])=[O:9])[C:3]=1F.[NH2:12][CH2:13][C@@H:14]1[CH2:18][CH2:17][N:16]([C:19]([O:21][C:22]([CH3:25])([CH3:24])[CH3:23])=[O:20])[CH2:15]1.CCN(C(C)C)C(C)C, predict the reaction product.